This data is from Full USPTO retrosynthesis dataset with 1.9M reactions from patents (1976-2016). The task is: Predict the reactants needed to synthesize the given product. (1) Given the product [F:13][C:7]1[CH:8]=[CH:9][CH:10]=[C:11]2[C:6]=1[C:5]([O:14][C@H:15]1[CH2:19][CH2:18][N:17]([C:20]([O:22][C:23]([CH3:26])([CH3:25])[CH3:24])=[O:21])[CH2:16]1)=[N:4][C:3]([C:1]([NH:27][NH2:28])=[NH:2])=[CH:12]2, predict the reactants needed to synthesize it. The reactants are: [C:1]([C:3]1[N:4]=[C:5]([O:14][C@H:15]2[CH2:19][CH2:18][N:17]([C:20]([O:22][C:23]([CH3:26])([CH3:25])[CH3:24])=[O:21])[CH2:16]2)[C:6]2[C:11]([CH:12]=1)=[CH:10][CH:9]=[CH:8][C:7]=2[F:13])#[N:2].[NH2:27][NH2:28].O. (2) Given the product [CH3:1][O:2][C:3]1[CH:10]=[CH:9][C:8]([C:11]([F:12])([F:13])[F:14])=[CH:7][C:4]=1[CH2:5][NH:6][C:38]([NH:39][C:40]1[S:41][CH:42]=[C:43]([C:45]2[CH:46]=[CH:47][CH:48]=[CH:49][CH:50]=2)[N:44]=1)=[NH:51], predict the reactants needed to synthesize it. The reactants are: [CH3:1][O:2][C:3]1[CH:10]=[CH:9][C:8]([C:11]([F:14])([F:13])[F:12])=[CH:7][C:4]=1[CH2:5][NH2:6].COC1C=CC(C(F)(F)F)=CC=1C#N.[H-].[Al+3].[Li+].[H-].[H-].[H-].I.CO[C:38](=[NH:51])[NH:39][C:40]1[S:41][CH:42]=[C:43]([C:45]2[CH:50]=[CH:49][CH:48]=[CH:47][CH:46]=2)[N:44]=1. (3) Given the product [Br:1][C:2]1[CH:7]=[C:6]([NH2:8])[CH:5]=[N:4][C:3]=1[O:11][CH2:12][CH2:13][O:14][CH3:15], predict the reactants needed to synthesize it. The reactants are: [Br:1][C:2]1[C:3]([O:11][CH2:12][CH2:13][O:14][CH3:15])=[N:4][CH:5]=[C:6]([N+:8]([O-])=O)[CH:7]=1.[Cl-].[NH4+]. (4) Given the product [F:17][C:5]1[C:4]([NH2:30])=[N:3][C@H:2]([NH:7][CH:25]([C:22]2[CH:21]=[CH:20][C:19]([F:18])=[CH:24][N:23]=2)[CH3:26])[N:8]([C:9]2[CH:10]=[C:11]([CH:14]3[CH2:16][CH2:15]3)[NH:12][N:13]=2)[CH:6]=1, predict the reactants needed to synthesize it. The reactants are: Cl[C:2]1[N:7]=[C:6]([NH:8][C:9]2[NH:13][N:12]=[C:11]([CH:14]3[CH2:16][CH2:15]3)[CH:10]=2)[C:5]([F:17])=[CH:4][N:3]=1.[F:18][C:19]1[CH:20]=[CH:21][C:22]([C@@H:25](N)[CH3:26])=[N:23][CH:24]=1.CC[N:30](C(C)C)C(C)C. (5) Given the product [Br:17][C:18]1[CH:26]=[CH:25][CH:24]=[C:23]2[C:19]=1[C:20]([OH:35])([C:53]1[C:52]([OH:55])=[CH:51][C:50]3[O:46][CH2:47][CH2:48][C:49]=3[CH:54]=1)[C:21](=[O:34])[N:22]2[CH2:27][C:28]1[CH:33]=[CH:32][CH:31]=[CH:30][N:29]=1, predict the reactants needed to synthesize it. The reactants are: C1(CCN2C3C(=CC=CC=3)C(=O)C2=O)CC1.[Br:17][C:18]1[CH:26]=[CH:25][CH:24]=[C:23]2[C:19]=1[C:20](=[O:35])[C:21](=[O:34])[N:22]2[CH2:27][C:28]1[CH:33]=[CH:32][CH:31]=[CH:30][N:29]=1.O1C2C=CC(O)=CC=2OC1.[O:46]1[C:50]2[CH:51]=[C:52]([OH:55])[CH:53]=[CH:54][C:49]=2[CH2:48][CH2:47]1. (6) Given the product [NH2:1][C:4]1[C:12]([C:13]([NH2:15])=[O:14])=[CH:11][CH:10]=[CH:9][C:5]=1[C:6]([NH2:8])=[O:7], predict the reactants needed to synthesize it. The reactants are: [N+:1]([C:4]1[C:12]([C:13]([NH2:15])=[O:14])=[CH:11][CH:10]=[CH:9][C:5]=1[C:6]([NH2:8])=[O:7])([O-])=O. (7) Given the product [P:1]([OH:29])([OH:37])([O:3][C:4]1[CH:9]=[CH:8][C:7]([CH2:10][CH2:11][C:12]2[CH:13]=[N:14][C:15]3[C:16]([NH2:27])=[N:17][C:18]4[CH:25]=[C:24]([CH3:26])[CH:23]=[CH:22][C:19]=4[C:20]=3[CH:21]=2)=[C:6]([CH3:28])[CH:5]=1)=[O:2], predict the reactants needed to synthesize it. The reactants are: [P:1]([O:37]CC1C=CC=CC=1)([O:29]CC1C=CC=CC=1)([O:3][C:4]1[CH:9]=[CH:8][C:7]([CH2:10][CH2:11][C:12]2[CH:13]=[N:14][C:15]3[C:16]([NH2:27])=[N:17][C:18]4[CH:25]=[C:24]([CH3:26])[CH:23]=[CH:22][C:19]=4[C:20]=3[CH:21]=2)=[C:6]([CH3:28])[CH:5]=1)=[O:2].